From a dataset of Catalyst prediction with 721,799 reactions and 888 catalyst types from USPTO. Predict which catalyst facilitates the given reaction. Reactant: CN.C1COCC1.[CH2:8]([N:10](CC)CC)C.[C:15](O[C:15]([O:17][C:18]([CH3:21])([CH3:20])[CH3:19])=[O:16])([O:17][C:18]([CH3:21])([CH3:20])[CH3:19])=[O:16]. Product: [C:18]([O:17][C:15](=[O:16])[NH:10][CH3:8])([CH3:21])([CH3:20])[CH3:19]. The catalyst class is: 2.